From a dataset of Retrosynthesis with 50K atom-mapped reactions and 10 reaction types from USPTO. Predict the reactants needed to synthesize the given product. (1) Given the product CC(C)(C)[Si](OCC[C@@H]1OCCc2cc(CO)ccc21)(c1ccccc1)c1ccccc1, predict the reactants needed to synthesize it. The reactants are: CC(C)(C)[Si](OCC[C@@H]1OCCc2cc(C=O)ccc21)(c1ccccc1)c1ccccc1. (2) Given the product CC(C)[C@H](NC(=O)OCc1ccccc1)C(=O)N1CCC[C@H]1C(=O)O, predict the reactants needed to synthesize it. The reactants are: CC(C)[C@H](NC(=O)OCc1ccccc1)C(=O)N1CCC[C@H]1C(=O)OC(C)(C)C. (3) Given the product Cc1csc(C(=O)O)c1Nc1c(Cl)cccc1Cl, predict the reactants needed to synthesize it. The reactants are: COC(=O)c1scc(C)c1Nc1c(Cl)cccc1Cl. (4) Given the product Cc1csc(NC(=O)N(C)C)n1, predict the reactants needed to synthesize it. The reactants are: CN(C)C(=O)Cl.Cc1csc(N)n1. (5) Given the product Cc1cnc(C)n2nc(/C=C/c3nc(Br)nn3C)nc12, predict the reactants needed to synthesize it. The reactants are: Cc1cnc(C)n2nc(C[P+](c3ccccc3)(c3ccccc3)c3ccccc3)nc12.Cn1nc(Br)nc1C=O.